From a dataset of Catalyst prediction with 721,799 reactions and 888 catalyst types from USPTO. Predict which catalyst facilitates the given reaction. (1) Reactant: O[CH2:2][C:3]1[CH:4]=[C:5]([C:13]([O:15][CH3:16])=[O:14])[CH:6]=[C:7]([CH:12]=1)[C:8]([O:10][CH3:11])=[O:9].C(N(S(F)(F)[F:23])CC)C. Product: [F:23][CH2:2][C:3]1[CH:4]=[C:5]([C:13]([O:15][CH3:16])=[O:14])[CH:6]=[C:7]([CH:12]=1)[C:8]([O:10][CH3:11])=[O:9]. The catalyst class is: 2. (2) Reactant: [O:1]=[C:2]1[C:10]2[C:5](=[CH:6][CH:7]=[CH:8][CH:9]=2)[C:4](=[O:11])[N:3]1[CH2:12][CH2:13][O:14][CH2:15][CH2:16][O:17][CH2:18][CH2:19][O:20][CH2:21][CH2:22][C:23]([O:25]C(C)(C)C)=[O:24]. Product: [O:1]=[C:2]1[C:10]2[C:5](=[CH:6][CH:7]=[CH:8][CH:9]=2)[C:4](=[O:11])[N:3]1[CH2:12][CH2:13][O:14][CH2:15][CH2:16][O:17][CH2:18][CH2:19][O:20][CH2:21][CH2:22][C:23]([OH:25])=[O:24]. The catalyst class is: 55.